Dataset: Forward reaction prediction with 1.9M reactions from USPTO patents (1976-2016). Task: Predict the product of the given reaction. (1) Given the reactants ClC1C=C(SC2C3C(=CC(C)=CC=3)[NH:12]C=2CCC(N)=O)C=C(Cl)C=1.[Cl:25][C:26]1[CH:27]=[C:28]([S:33][C:34]2[C:42]3[C:37](=[CH:38][C:39]([CH3:43])=[CH:40][CH:41]=3)[NH:36][C:35]=2[CH2:44][CH2:45][CH2:46][C:47]([OH:49])=O)[CH:29]=[C:30]([Cl:32])[CH:31]=1.C(Cl)(=O)C(Cl)=O.N, predict the reaction product. The product is: [Cl:32][C:30]1[CH:29]=[C:28]([S:33][C:34]2[C:42]3[C:37](=[CH:38][C:39]([CH3:43])=[CH:40][CH:41]=3)[NH:36][C:35]=2[CH2:44][CH2:45][CH2:46][C:47]([NH2:12])=[O:49])[CH:27]=[C:26]([Cl:25])[CH:31]=1. (2) Given the reactants C1(N)C(F)=C(F)C(F)=C(N)C=1F.Cl.Cl.[CH2:15]([O:22][NH:23][C@H:24]1[CH2:29][NH:28][C@H:27]([C:30]([O:32]C)=[O:31])[CH2:26][CH2:25]1)[C:16]1[CH:21]=[CH:20][CH:19]=[CH:18][CH:17]=1.[OH-].[Na+].Cl.C(=O)([O-])[O-].[K+].[K+].C(OC([O:45][C:46]([O:48][C:49]([CH3:52])([CH3:51])[CH3:50])=O)=O)([O:45][C:46]([O:48][C:49]([CH3:52])([CH3:51])[CH3:50])=O)=O, predict the reaction product. The product is: [CH2:15]([O:22][NH:23][C@H:24]1[CH2:29][N:28]([C:46]([O:48][C:49]([CH3:52])([CH3:51])[CH3:50])=[O:45])[C@H:27]([C:30]([OH:32])=[O:31])[CH2:26][CH2:25]1)[C:16]1[CH:17]=[CH:18][CH:19]=[CH:20][CH:21]=1. (3) Given the reactants [Br-].[OH:2][C:3]1[CH:28]=[CH:27][CH:26]=[CH:25][C:4]=1[CH2:5][P+](C1C=CC=CC=1)(C1C=CC=CC=1)C1C=CC=CC=1.C[O-].[Na+].Br[CH:33]([C:47]1[CH:52]=[CH:51][CH:50]=[CH:49][CH:48]=1)[C:34]([C:36]1[CH:37]=[CH:38][C:39]2[O:44][CH2:43][C:42](=[O:45])[NH:41][C:40]=2[CH:46]=1)=O.C(OCC)(=O)C, predict the reaction product. The product is: [C:47]1([CH:33]2[C:34]([C:36]3[CH:37]=[CH:38][C:39]4[O:44][CH2:43][C:42](=[O:45])[NH:41][C:40]=4[CH:46]=3)=[CH:5][C:4]3[C:3](=[CH:28][CH:27]=[CH:26][CH:25]=3)[O:2]2)[CH:48]=[CH:49][CH:50]=[CH:51][CH:52]=1.